Dataset: Reaction yield outcomes from USPTO patents with 853,638 reactions. Task: Predict the reaction yield, written as a fraction of the theoretical maximum amount of product (1.0 means a 100% yield; for example, 0.34 means a 34% yield). The reactants are Br[C:2]1[CH:3]=[C:4]([CH2:18][N:19]([CH3:27])[C:20](=[O:26])[O:21][C:22]([CH3:25])([CH3:24])[CH3:23])[S:5][C:6]=1[S:7]([C:10]1[CH:15]=[CH:14][CH:13]=[C:12]([O:16][CH3:17])[CH:11]=1)(=[O:9])=[O:8].[F:28][C:29]1[CH:34]=[CH:33][CH:32]=[CH:31][C:30]=1B(O)O.C(=O)([O-])[O-].[Na+].[Na+].COCCOC. The catalyst is C1C=CC([P]([Pd]([P](C2C=CC=CC=2)(C2C=CC=CC=2)C2C=CC=CC=2)([P](C2C=CC=CC=2)(C2C=CC=CC=2)C2C=CC=CC=2)[P](C2C=CC=CC=2)(C2C=CC=CC=2)C2C=CC=CC=2)(C2C=CC=CC=2)C2C=CC=CC=2)=CC=1.O. The product is [F:28][C:29]1[CH:34]=[CH:33][CH:32]=[CH:31][C:30]=1[C:2]1[CH:3]=[C:4]([CH2:18][N:19]([CH3:27])[C:20](=[O:26])[O:21][C:22]([CH3:25])([CH3:24])[CH3:23])[S:5][C:6]=1[S:7]([C:10]1[CH:15]=[CH:14][CH:13]=[C:12]([O:16][CH3:17])[CH:11]=1)(=[O:9])=[O:8]. The yield is 0.920.